From a dataset of Full USPTO retrosynthesis dataset with 1.9M reactions from patents (1976-2016). Predict the reactants needed to synthesize the given product. (1) Given the product [CH:22]1([CH2:28][O:29][C:30]2[CH:35]=[CH:34][CH:33]=[CH:32][C:31]=2[CH:36]2[O:1][N:2]=[C:3]([C:4]3[N:5]=[C:6]([CH:9]4[CH2:10][CH2:11][N:12]([C:15]([O:17][C:18]([CH3:21])([CH3:20])[CH3:19])=[O:16])[CH2:13][CH2:14]4)[S:7][CH:8]=3)[CH2:37]2)[CH2:23][CH2:24][CH2:25][CH2:26][CH2:27]1, predict the reactants needed to synthesize it. The reactants are: [OH:1][N:2]=[CH:3][C:4]1[N:5]=[C:6]([CH:9]2[CH2:14][CH2:13][N:12]([C:15]([O:17][C:18]([CH3:21])([CH3:20])[CH3:19])=[O:16])[CH2:11][CH2:10]2)[S:7][CH:8]=1.[CH:22]1([CH2:28][O:29][C:30]2[CH:35]=[CH:34][CH:33]=[CH:32][C:31]=2[CH:36]=[CH2:37])[CH2:27][CH2:26][CH2:25][CH2:24][CH2:23]1.C(=O)([O-])O.[K+].ClN1C(=O)CCC1=O. (2) Given the product [OH:53][C:9]1([CH:1]([OH:8])[C:2]2[CH:3]=[CH:4][CH:5]=[CH:6][CH:7]=2)[CH2:14][CH2:13][CH2:12][CH:11]([NH:15][C:16]([C:18]2[CH:19]=[C:20]3[C:24](=[CH:25][CH:26]=2)[NH:23][N:22]=[C:21]3[C:46]2[CH:51]=[CH:50][N:49]=[C:48]([CH3:52])[CH:47]=2)=[O:17])[CH2:10]1, predict the reactants needed to synthesize it. The reactants are: [C:1]([C:9]1([OH:53])[CH2:14][CH2:13][CH2:12][CH:11]([NH:15][C:16]([C:18]2[CH:19]=[C:20]3[C:24](=[CH:25][CH:26]=2)[N:23](C(C2C=CC=CC=2)(C2C=CC=CC=2)C2C=CC=CC=2)[N:22]=[C:21]3[C:46]2[CH:51]=[CH:50][N:49]=[C:48]([CH3:52])[CH:47]=2)=[O:17])[CH2:10]1)(=[O:8])[C:2]1[CH:7]=[CH:6][CH:5]=[CH:4][CH:3]=1.[SiH](CC)(CC)CC. (3) Given the product [Br:1][C:2]1[C:3]([N:18]2[CH2:21][CH:20]([CH:22]([CH3:24])[CH3:23])[CH2:19]2)=[C:4]([C@H:10]([O:17][C:4]([CH3:10])([CH3:5])[CH3:3])[C:11]([O:13][CH:14]([CH3:16])[CH3:15])=[O:12])[C:5]([CH3:9])=[N:6][C:7]=1[CH3:8], predict the reactants needed to synthesize it. The reactants are: [Br:1][C:2]1[C:3]([N:18]2[CH2:21][CH:20]([CH:22]([CH3:24])[CH3:23])[CH2:19]2)=[C:4]([C@H:10]([OH:17])[C:11]([O:13][CH:14]([CH3:16])[CH3:15])=[O:12])[C:5]([CH3:9])=[N:6][C:7]=1[CH3:8]. (4) Given the product [OH:22][CH2:21][C:20]1[CH:24]=[CH:25][C:17]([C:16]([NH:12][NH:11][C:9](=[O:10])[C:8]2[CH:13]=[CH:14][C:5]([CH2:1][CH:2]([CH3:4])[CH3:3])=[CH:6][CH:7]=2)=[O:15])=[CH:18][CH:19]=1, predict the reactants needed to synthesize it. The reactants are: [CH2:1]([C:5]1[CH:14]=[CH:13][C:8]([C:9]([NH:11][NH2:12])=[O:10])=[CH:7][CH:6]=1)[CH:2]([CH3:4])[CH3:3].[OH:15][CH2:16][C:17]1[CH:25]=[CH:24][C:20]([C:21](O)=[O:22])=[CH:19][CH:18]=1.CN(C(ON1N=NC2C=CC=CC1=2)=[N+](C)C)C.F[P-](F)(F)(F)(F)F.C(N(C(C)C)CC)(C)C. (5) Given the product [CH3:67][O:66][C:64]1[CH:63]=[C:61]([NH:62][CH:15]([C:16]2[CH:17]=[CH:18][CH:19]=[CH:20][CH:21]=2)[C:14]([C:10]2[C:9]3[C:13](=[C:5]([CH2:4][CH2:3][N:2]([CH3:1])[CH3:23])[CH:6]=[CH:7][CH:8]=3)[NH:12][CH:11]=2)=[O:22])[CH:60]=[C:59]([O:58][CH3:57])[CH:65]=1, predict the reactants needed to synthesize it. The reactants are: [CH3:1][N:2]([CH3:23])[CH2:3][CH2:4][C:5]1[CH:6]=[CH:7][CH:8]=[C:9]2[C:13]=1[NH:12][CH:11]=[C:10]2[C:14](=[O:22])[CH2:15][C:16]1[CH:21]=[CH:20][CH:19]=[CH:18][CH:17]=1.[Br-].[Br-].[Br-].C1([N+](C)(C)C)C=CC=CC=1.C1([N+](C)(C)C)C=CC=CC=1.C1([N+](C)(C)C)C=CC=CC=1.[CH3:57][O:58][C:59]1[CH:60]=[C:61]([CH:63]=[C:64]([O:66][CH3:67])[CH:65]=1)[NH2:62]. (6) Given the product [Br:1][CH2:2][CH2:3][CH2:4][O:5][C:6]1[C:7]([C:15]2[CH:20]=[CH:19][CH:18]=[CH:17][CH:16]=2)=[CH:8][C:9]([NH2:12])=[CH:10][CH:11]=1, predict the reactants needed to synthesize it. The reactants are: [Br:1][CH2:2][CH2:3][CH2:4][O:5][C:6]1[CH:11]=[CH:10][C:9]([N+:12]([O-])=O)=[CH:8][C:7]=1[C:15]1[CH:20]=[CH:19][CH:18]=[CH:17][CH:16]=1.